Dataset: Full USPTO retrosynthesis dataset with 1.9M reactions from patents (1976-2016). Task: Predict the reactants needed to synthesize the given product. (1) Given the product [CH2:13]([O:12][C:10]1[CH:11]=[C:2]([NH:1][C:21]([O:23][C:24]([CH3:27])([CH3:26])[CH3:25])=[O:20])[CH:3]=[C:4]2[C:9]=1[N:8]=[CH:7][CH:6]=[CH:5]2)[C:14]1[CH:19]=[CH:18][CH:17]=[CH:16][CH:15]=1, predict the reactants needed to synthesize it. The reactants are: [NH2:1][C:2]1[CH:3]=[C:4]2[C:9](=[C:10]([O:12][CH2:13][C:14]3[CH:19]=[CH:18][CH:17]=[CH:16][CH:15]=3)[CH:11]=1)[N:8]=[CH:7][CH:6]=[CH:5]2.[O:20](C(OC(C)(C)C)=O)[C:21]([O:23][C:24]([CH3:27])([CH3:26])[CH3:25])=O. (2) Given the product [C:22]([O:21][C:20](=[O:26])[NH:19][S:16](/[CH:15]=[CH:38]/[C:37]1[N:33]([CH2:32][C:31]2[CH:44]=[CH:45][C:46]([Cl:48])=[CH:47][C:30]=2[Cl:29])[N:34]=[C:35]([O:40][CH2:41][O:42][CH3:43])[CH:36]=1)(=[O:18])=[O:17])([CH3:25])([CH3:24])[CH3:23], predict the reactants needed to synthesize it. The reactants are: C1(P([CH2:15][S:16]([NH:19][C:20](=[O:26])[O:21][C:22]([CH3:25])([CH3:24])[CH3:23])(=[O:18])=[O:17])(C2C=CC=CC=2)=O)C=CC=CC=1.[H-].[Na+].[Cl:29][C:30]1[CH:47]=[C:46]([Cl:48])[CH:45]=[CH:44][C:31]=1[CH2:32][N:33]1[C:37]([CH:38]=O)=[CH:36][C:35]([O:40][CH2:41][O:42][CH3:43])=[N:34]1.[Cl-].[Na+]. (3) The reactants are: CCN=C=NCCCN(C)C.Cl.[N:13]1([C:21]([O:23][C:24]([CH3:27])([CH3:26])[CH3:25])=[O:22])[CH2:20][CH2:19][CH2:18][C@H:14]1[C:15]([OH:17])=O.[NH:28]1[CH2:41][CH2:40][CH2:39][C@@H:29]1[C:30]([NH:32][C:33]1[CH:38]=[CH:37][CH:36]=[CH:35][CH:34]=1)=[O:31]. Given the product [N:13]1([C:21]([O:23][C:24]([CH3:27])([CH3:26])[CH3:25])=[O:22])[CH2:20][CH2:19][CH2:18][C@H:14]1[C:15]([N:28]1[CH2:41][CH2:40][CH2:39][C@@H:29]1[C:30]([NH:32][C:33]1[CH:38]=[CH:37][CH:36]=[CH:35][CH:34]=1)=[O:31])=[O:17], predict the reactants needed to synthesize it. (4) Given the product [C:1]([O:5][C:6](=[O:7])[NH:8][C:9]([CH3:17])([CH3:16])[CH2:10]/[CH:11]=[CH:12]/[C:13](=[O:15])[N:55]([CH3:56])[C@@H:43]([C:42](=[O:57])[N:41]([CH3:40])[C@@H:58]([C:65](=[O:68])[NH:66][CH3:67])[CH2:59][C:60]1[S:61][CH:62]=[CH:63][CH:64]=1)[CH2:44][C:45]1[CH:54]=[CH:53][C:52]2[C:47](=[CH:48][CH:49]=[CH:50][CH:51]=2)[CH:46]=1)([CH3:2])([CH3:3])[CH3:4], predict the reactants needed to synthesize it. The reactants are: [C:1]([O:5][C:6]([NH:8][C:9]([CH3:17])([CH3:16])[CH2:10]/[CH:11]=[CH:12]/[C:13]([OH:15])=O)=[O:7])([CH3:4])([CH3:3])[CH3:2].OS1C2N=CC=CC=2N=C1.Cl.CN(C)CCCN=C=NCC.[CH3:40][N:41]([C@@H:58]([C:65](=[O:68])[NH:66][CH3:67])[CH2:59][C:60]1[S:61][CH:62]=[CH:63][CH:64]=1)[C:42](=[O:57])[C@H:43]([NH:55][CH3:56])[CH2:44][C:45]1[CH:54]=[CH:53][C:52]2[C:47](=[CH:48][CH:49]=[CH:50][CH:51]=2)[CH:46]=1.C(NC(C)C)(C)C. (5) Given the product [F:1][C:2]1[C:10]2[CH:9]([CH2:11][C:12]([OH:14])=[O:13])[O:8][B:7]([OH:17])[C:6]=2[CH:5]=[C:4]([O:18][CH:19]([CH3:21])[CH3:20])[CH:3]=1, predict the reactants needed to synthesize it. The reactants are: [F:1][C:2]1[C:10]2[CH:9]([CH2:11][C:12]([O:14]CC)=[O:13])[O:8][B:7]([OH:17])[C:6]=2[CH:5]=[C:4]([O:18][CH:19]([CH3:21])[CH3:20])[CH:3]=1.[OH-].[Li+].Cl. (6) Given the product [CH3:1][O:2][C:3]([CH:5]1[CH2:10][CH2:9][CH2:8][CH:7]([CH2:22][CH:21]=[CH2:20])[N:6]1[C:13]([O:15][C:16]([CH3:17])([CH3:18])[CH3:19])=[O:14])=[O:4], predict the reactants needed to synthesize it. The reactants are: [CH3:1][O:2][C:3]([CH:5]1[CH2:10][CH2:9][CH2:8][CH:7](OC)[N:6]1[C:13]([O:15][C:16]([CH3:19])([CH3:18])[CH3:17])=[O:14])=[O:4].[CH2:20]([Si](C)(C)C)[CH:21]=[CH2:22].B(F)(F)F.CCOCC.O. (7) Given the product [Cl:19][C:20]1[CH:25]=[C:24]([F:26])[CH:23]=[CH:22][C:21]=1[N:27]1[CH2:28][CH2:29][N:30]([C:9]([C:8]2[CH:12]=[C:13]([N+:16]([O-:18])=[O:17])[CH:14]=[CH:15][C:7]=2[N:1]2[CH2:6][CH2:5][O:4][CH2:3][CH2:2]2)=[O:10])[CH2:31][CH2:32]1, predict the reactants needed to synthesize it. The reactants are: [N:1]1([C:7]2[CH:15]=[CH:14][C:13]([N+:16]([O-:18])=[O:17])=[CH:12][C:8]=2[C:9](Cl)=[O:10])[CH2:6][CH2:5][O:4][CH2:3][CH2:2]1.[Cl:19][C:20]1[CH:25]=[C:24]([F:26])[CH:23]=[CH:22][C:21]=1[N:27]1[CH2:32][CH2:31][NH:30][CH2:29][CH2:28]1. (8) Given the product [CH:1]1([C:4]2[CH:32]=[CH:31][C:7]([CH2:8][O:9][C:10]3[CH:15]=[CH:14][C:13]([CH:16]4[CH2:19][N:18]([C:20]([C:22]5[CH:27]=[C:26]([O:28][CH2:45][C@H:44]6[CH2:54][O:53]6)[CH:25]=[CH:24][N:23]=5)=[O:21])[CH2:17]4)=[CH:12][C:11]=3[O:29][CH3:30])=[CH:6][CH:5]=2)[CH2:3][CH2:2]1, predict the reactants needed to synthesize it. The reactants are: [CH:1]1([C:4]2[CH:32]=[CH:31][C:7]([CH2:8][O:9][C:10]3[CH:15]=[CH:14][C:13]([CH:16]4[CH2:19][N:18]([C:20]([C:22]5[CH:27]=[C:26]([OH:28])[CH:25]=[CH:24][N:23]=5)=[O:21])[CH2:17]4)=[CH:12][C:11]=3[O:29][CH3:30])=[CH:6][CH:5]=2)[CH2:3][CH2:2]1.Cl.C1(C2C=CC([CH2:54][O:53][C:44]3[CH:45]=CC(C4CNC4)=[CH:45][C:44]=3[O:53][CH3:54])=CC=2)CC1.S(C1C=CC([N+]([O-])=O)=CC=1)(OC[C@@H]1OC1)(=O)=O.C([O-])([O-])=O.[K+].[K+]. (9) The reactants are: [CH3:1][O:2][C:3]1[CH:4]=[C:5]([C:13]2[CH:18]=[CH:17][C:16]([N:19]3[CH2:24][CH2:23][N:22]([C:25]4[CH:26]=[CH:27][C:28]([C:31]5[CH:36]=[C:35]([O:37][CH3:38])[C:34]([O:39][CH3:40])=[C:33]([O:41][CH3:42])[CH:32]=5)=[N:29][CH:30]=4)[CH2:21][CH2:20]3)=[CH:15][N:14]=2)[CH:6]=[C:7]([O:11][CH3:12])[C:8]=1[O:9][CH3:10].[CH3:43][S:44]([OH:47])(=[O:46])=[O:45]. Given the product [CH3:43][S:44]([OH:47])(=[O:46])=[O:45].[CH3:43][S:44]([OH:47])(=[O:46])=[O:45].[CH3:38][O:37][C:35]1[CH:36]=[C:31]([C:28]2[CH:27]=[CH:26][C:25]([N:22]3[CH2:21][CH2:20][N:19]([C:16]4[CH:17]=[CH:18][C:13]([C:5]5[CH:4]=[C:3]([O:2][CH3:1])[C:8]([O:9][CH3:10])=[C:7]([O:11][CH3:12])[CH:6]=5)=[N:14][CH:15]=4)[CH2:24][CH2:23]3)=[CH:30][N:29]=2)[CH:32]=[C:33]([O:41][CH3:42])[C:34]=1[O:39][CH3:40], predict the reactants needed to synthesize it. (10) Given the product [N:1]1([C:6]([O:8][C:9]2[CH:14]=[C:13]([F:15])[CH:12]=[CH:11][C:10]=2/[CH:16]=[C:17]2\[C:18](=[O:28])[N:19]=[C:20]([N:22]3[CH2:27][CH2:26][CH2:25][CH:24]=[N:23]3)[S:21]\2)=[O:7])[CH2:5][CH2:4][CH2:3][CH2:2]1, predict the reactants needed to synthesize it. The reactants are: [N:1]1([C:6]([O:8][C:9]2[CH:14]=[C:13]([F:15])[CH:12]=[CH:11][C:10]=2/[CH:16]=[C:17]2/[C:18](=[O:28])[N:19]=[C:20]([N:22]3[CH2:27][CH2:26][CH2:25][CH2:24][NH:23]3)[S:21]/2)=[O:7])[CH2:5][CH2:4][CH2:3][CH2:2]1.I(C1C=CC=CC=1)=O.